Dataset: Forward reaction prediction with 1.9M reactions from USPTO patents (1976-2016). Task: Predict the product of the given reaction. (1) Given the reactants C(O[C:6](=[O:30])[NH:7][CH2:8][C:9]1[CH:14]=[CH:13][C:12]([C:15]2[C:16]3[CH:23]=[C:22]([C:24]4[CH:25]=[N:26][N:27]([CH3:29])[CH:28]=4)[NH:21][C:17]=3[N:18]=[CH:19][N:20]=2)=[CH:11][CH:10]=1)(C)(C)C.[C:31](O)(C(F)(F)F)=O.[O:38]1[CH2:41][CH:40]([C:42]2[CH:50]=[CH:49][C:45](C(O)=O)=[CH:44][CH:43]=2)[CH2:39]1.CCN(C(C)C)C(C)C.CN(C(ON1N=NC2C=CC=NC1=2)=[N+](C)C)C.F[P-](F)(F)(F)(F)F, predict the reaction product. The product is: [CH3:31][C:40]1([C:42]2[CH:43]=[CH:44][C:45]([C:6]([NH:7][CH2:8][C:9]3[CH:10]=[CH:11][C:12]([C:15]4[C:16]5[CH:23]=[C:22]([C:24]6[CH:25]=[N:26][N:27]([CH3:29])[CH:28]=6)[NH:21][C:17]=5[N:18]=[CH:19][N:20]=4)=[CH:13][CH:14]=3)=[O:30])=[CH:49][CH:50]=2)[CH2:39][O:38][CH2:41]1. (2) The product is: [ClH:32].[CH3:4][NH:25][C:19]1[CH:20]=[CH:21][CH:22]=[C:23]2[C:18]=1[NH:17][C:16]([C:12]1[S:11][CH:15]=[CH:14][N:13]=1)=[CH:24]2. Given the reactants C(O)=O.[C:4](OC(=O)C)(=O)C.[S:11]1[CH:15]=[CH:14][N:13]=[C:12]1[C:16]1[NH:17][C:18]2[C:23]([CH:24]=1)=[CH:22][CH:21]=[CH:20][C:19]=2[NH2:25].C(OCC)(=O)C.[ClH:32], predict the reaction product.